Predict the product of the given reaction. From a dataset of Forward reaction prediction with 1.9M reactions from USPTO patents (1976-2016). The product is: [CH:1]1([NH:7][C:8]2[CH:13]=[CH:12][CH:11]=[CH:10][C:9]=2[N:14]([CH2:28][C:29](=[O:34])[C:30]([CH3:33])([CH3:32])[CH3:31])[C:15](=[O:24])[O:16][CH2:17][C:18]2[CH:19]=[CH:20][CH:21]=[CH:22][CH:23]=2)[CH2:2][CH2:3][CH2:4][CH2:5][CH2:6]1. Given the reactants [CH:1]1([NH:7][C:8]2[CH:13]=[CH:12][CH:11]=[CH:10][C:9]=2[NH:14][C:15](=[O:24])[O:16][CH2:17][C:18]2[CH:23]=[CH:22][CH:21]=[CH:20][CH:19]=2)[CH2:6][CH2:5][CH2:4][CH2:3][CH2:2]1.[H-].[Na+].Br[CH2:28][C:29](=[O:34])[C:30]([CH3:33])([CH3:32])[CH3:31].O, predict the reaction product.